This data is from Forward reaction prediction with 1.9M reactions from USPTO patents (1976-2016). The task is: Predict the product of the given reaction. (1) Given the reactants [C:1]([CH:12]1C(=O)O[C:15](C)([CH3:19])[O:14][C:13]1=[O:21])(=[O:11])[CH2:2][CH2:3][CH2:4][CH2:5][CH2:6][CH2:7][CH2:8][CH2:9][CH3:10], predict the reaction product. The product is: [O:11]=[C:1]([CH2:2][CH2:3][CH2:4][CH2:5][CH2:6][CH2:7][CH2:8][CH2:9][CH3:10])[CH2:12][C:13]([O:14][CH2:15][CH3:19])=[O:21]. (2) Given the reactants Cl[C:2]1[CH:9]=[CH:8][CH:7]=[CH:6][C:3]=1[C:4]#[N:5].[Na].[CH3:11][SH:12], predict the reaction product. The product is: [CH3:11][S:12][C:2]1[CH:9]=[CH:8][CH:7]=[CH:6][C:3]=1[C:4]#[N:5].